The task is: Predict the product of the given reaction.. This data is from Forward reaction prediction with 1.9M reactions from USPTO patents (1976-2016). (1) Given the reactants [F:1][C:2]1([F:17])[O:6][C:5]2[CH:7]=[CH:8][C:9]([O:13][CH2:14][O:15][CH3:16])=[C:10]([CH:11]=[O:12])[C:4]=2[O:3]1.[OH-:18].[Na+], predict the reaction product. The product is: [F:17][C:2]1([F:1])[O:6][C:5]2[CH:7]=[CH:8][C:9]([O:13][CH2:14][O:15][CH3:16])=[C:10]([C:11]([OH:18])=[O:12])[C:4]=2[O:3]1. (2) Given the reactants [F:1][C:2]1[CH:3]=[N:4][C:5]2[C:10]([C:11]=1[CH2:12][C:13]([C:15]13[CH2:22][CH2:21][C:18]([NH:23][C:24](=[O:30])[O:25][C:26]([CH3:29])([CH3:28])[CH3:27])([CH2:19][CH2:20]1)[CH2:17][O:16]3)=[O:14])=[N:9][C:8]([O:31][CH3:32])=[CH:7][CH:6]=2.[CH3:33][Si]([N-][Si](C)(C)C)(C)C.[Li+].IC.[Cl-].[NH4+], predict the reaction product. The product is: [F:1][C:2]1[CH:3]=[N:4][C:5]2[C:10]([C:11]=1[CH:12]([CH3:33])[C:13]([C:15]13[CH2:20][CH2:19][C:18]([NH:23][C:24](=[O:30])[O:25][C:26]([CH3:27])([CH3:28])[CH3:29])([CH2:21][CH2:22]1)[CH2:17][O:16]3)=[O:14])=[N:9][C:8]([O:31][CH3:32])=[CH:7][CH:6]=2. (3) Given the reactants [F:1][C:2]1[CH:3]=[C:4]([C:9]2[C:17]3[CH2:16][CH:15]([OH:18])[CH2:14][CH2:13][C:12]=3[N:11]([C:19]([NH:21][C@@H:22]([C:27]([CH3:30])([CH3:29])[CH3:28])[C:23]([NH:25][CH3:26])=[O:24])=[O:20])[N:10]=2)[CH:5]=[CH:6][C:7]=1[F:8].FC1C=C(C2C3CC4(OCCO4)CCC=3N(C(N[C@@H](C(C)(C)C)C(NC)=O)=O)N=2)C=CC=1F.C1(C)C=CC(S(O)(=O)=O)=CC=1.O, predict the reaction product. The product is: [F:1][C:2]1[CH:3]=[C:4]([C:9]2[C:17]3[CH2:16][C:15](=[O:18])[CH2:14][CH2:13][C:12]=3[N:11]([C:19]([NH:21][C@@H:22]([C:27]([CH3:30])([CH3:29])[CH3:28])[C:23]([NH:25][CH3:26])=[O:24])=[O:20])[N:10]=2)[CH:5]=[CH:6][C:7]=1[F:8]. (4) Given the reactants C([O:3][C:4]([C:6]1[C:10]2[CH2:11][CH2:12][CH2:13][C:9]=2[NH:8][N:7]=1)=O)C.[NH3:14].CO, predict the reaction product. The product is: [NH:8]1[C:9]2[CH2:13][CH2:12][CH2:11][C:10]=2[C:6]([C:4]([NH2:14])=[O:3])=[N:7]1.